Dataset: Peptide-MHC class I binding affinity with 185,985 pairs from IEDB/IMGT. Task: Regression. Given a peptide amino acid sequence and an MHC pseudo amino acid sequence, predict their binding affinity value. This is MHC class I binding data. (1) The peptide sequence is LFTKFFYLL. The MHC is HLA-A24:02 with pseudo-sequence HLA-A24:02. The binding affinity (normalized) is 0.566. (2) The peptide sequence is AYAGAKAAI. The MHC is H-2-Kd with pseudo-sequence H-2-Kd. The binding affinity (normalized) is 0.643.